Dataset: Forward reaction prediction with 1.9M reactions from USPTO patents (1976-2016). Task: Predict the product of the given reaction. (1) Given the reactants [N+](C1C=CC(C([O:10][C@@:11]([C:18]2[N:19]=[N:20][N:21]([CH2:23][C:24]3[CH:33]=[C:32]4[C:27]([C:28]([C:36]5[N:37]=[C:38]([CH3:41])[O:39][CH:40]=5)=[CH:29][C:30]([C:34]#[N:35])=[N:31]4)=[CH:26][CH:25]=3)[CH:22]=2)([C:14]([F:17])([F:16])[F:15])[CH2:12][CH3:13])=O)=CC=1)([O-])=O.[OH-].[Li+], predict the reaction product. The product is: [OH:10][C@@:11]([C:18]1[N:19]=[N:20][N:21]([CH2:23][C:24]2[CH:33]=[C:32]3[C:27]([C:28]([C:36]4[N:37]=[C:38]([CH3:41])[O:39][CH:40]=4)=[CH:29][C:30]([C:34]#[N:35])=[N:31]3)=[CH:26][CH:25]=2)[CH:22]=1)([C:14]([F:16])([F:15])[F:17])[CH2:12][CH3:13]. (2) Given the reactants [F:1][C:2]1[CH:7]=[CH:6][C:5]([N:8]2[C:16]3[CH:15]=[C:14]4[CH2:17][CH2:18][C@H:19]5[C:24]([C@@:13]4([CH3:31])[CH2:12][C:11]=3[CH:10]=[N:9]2)=[CH:23][CH2:22][C@@H:21]([C:25]([F:28])([F:27])[F:26])[C@@H:20]5[CH2:29][OH:30])=[CH:4][CH:3]=1.C(N(C(C)C)CC)(C)C.[CH3:41][S:42](Cl)(=[O:44])=[O:43], predict the reaction product. The product is: [CH3:41][S:42]([O:30][CH2:29][CH:20]1[CH:21]([C:25]([F:27])([F:26])[F:28])[CH2:22][CH:23]=[C:24]2[CH:19]1[CH2:18][CH2:17][C:14]1[C@:13]2([CH3:31])[CH2:12][C:11]2[CH:10]=[N:9][N:8]([C:5]3[CH:6]=[CH:7][C:2]([F:1])=[CH:3][CH:4]=3)[C:16]=2[CH:15]=1)(=[O:44])=[O:43]. (3) Given the reactants C([O:8][C@H:9]1[CH2:14][CH2:13][CH2:12][CH2:11][C@@H:10]1[NH:15][C:16]1[CH:24]=[C:23]([N:25]2[C:33]3[CH2:32][C:31]([CH3:35])([CH3:34])[CH2:30][C:29](=[O:36])[C:28]=3[C:27]([CH2:37][CH3:38])=[N:26]2)[CH:22]=[CH:21][C:17]=1[C:18]([NH2:20])=[O:19])C1C=CC=CC=1, predict the reaction product. The product is: [CH2:37]([C:27]1[C:28]2[C:29](=[O:36])[CH2:30][C:31]([CH3:35])([CH3:34])[CH2:32][C:33]=2[N:25]([C:23]2[CH:22]=[CH:21][C:17]([C:18]([NH2:20])=[O:19])=[C:16]([NH:15][C@H:10]3[CH2:11][CH2:12][CH2:13][CH2:14][C@@H:9]3[OH:8])[CH:24]=2)[N:26]=1)[CH3:38]. (4) Given the reactants CC([O-])(C)C.[Na+].[O-]P([O-])([O-])=O.[K+].[K+].[K+].Cl[C:16]1[CH:21]=[CH:20][CH:19]=[CH:18][C:17]=1[N+:22]([O-:24])=[O:23].[NH:25]1[CH2:30][CH2:29][O:28][CH2:27][CH2:26]1, predict the reaction product. The product is: [N+:22]([C:17]1[CH:18]=[CH:19][CH:20]=[CH:21][C:16]=1[N:25]1[CH2:30][CH2:29][O:28][CH2:27][CH2:26]1)([O-:24])=[O:23]. (5) The product is: [F:85][C:86]1[N:91]=[CH:90][C:89]([C:92]2[CH2:97][CH2:96][C@@H:95]([N:98]3[CH:102]([C:103]4[CH:108]=[CH:107][CH:106]=[CH:105][CH:104]=4)[C:101]([CH3:110])([CH3:109])[O:100][C:99]3=[O:111])[CH2:94][CH:93]=2)=[CH:88][C:87]=1[C:112]1[N:113]=[CH:114][CH:115]=[CH:116][N:117]=1. Given the reactants FC(F)(F)S(OC1CC[C@@H](N2C(C3C=CC=CC=3)C(C)(C)OC2=O)CC=1)(=O)=O.FC(F)(F)S(OC1CC[C@H](N2C(C3C=CC=CC=3)C(C)(C)OC2=O)CC=1)(=O)=O.FC1C(C2N=CC=CN=2)=CC(B2OC(C)(C)C(C)(C)O2)=CN=1.C(=O)([O-])[O-].[Na+].[Na+].[F:85][C:86]1[N:91]=[CH:90][C:89]([C:92]2[CH2:97][CH2:96][C@H:95]([N:98]3[CH:102]([C:103]4[CH:108]=[CH:107][CH:106]=[CH:105][CH:104]=4)[C:101]([CH3:110])([CH3:109])[O:100][C:99]3=[O:111])[CH2:94][CH:93]=2)=[CH:88][C:87]=1[C:112]1[N:117]=[CH:116][CH:115]=[CH:114][N:113]=1, predict the reaction product.